This data is from Catalyst prediction with 721,799 reactions and 888 catalyst types from USPTO. The task is: Predict which catalyst facilitates the given reaction. (1) Reactant: CC1C(CN[C@@H]2C3N=CC=CC=3CCC2)=NC=C(C)C=1.[CH3:21][O:22][C:23](=[O:36])[C:24]1[CH:33]=[CH:32][C:31](CBr)=[C:26]([C:27]([O:29][CH3:30])=[O:28])[CH:25]=1.CCN(C(C)C)C(C)C. Product: [CH3:30][O:29][C:27](=[O:28])[C:26]1[CH:31]=[CH:32][CH:33]=[C:24]([C:23]([O:22][CH3:21])=[O:36])[CH:25]=1. The catalyst class is: 23. (2) Reactant: C(=O)([O-])[O-].[K+].[K+].[CH2:7](I)[CH2:8][CH3:9].CN(C)C=O.[OH:16][C:17]1[CH:18]=[C:19]([C:25]2[C@H:34]3[C@H:29]([CH2:30][CH:31]=[CH:32][CH2:33]3)[C:28](=[O:35])[N:27]([CH2:36][C:37]3[CH:42]=[CH:41][C:40]([CH2:43][N:44]4[CH2:49][CH2:48][O:47][CH2:46][CH2:45]4)=[CH:39][CH:38]=3)[N:26]=2)[CH:20]=[CH:21][C:22]=1[O:23][CH3:24]. Product: [CH3:24][O:23][C:22]1[CH:21]=[CH:20][C:19]([C:25]2[C@H:34]3[C@H:29]([CH2:30][CH:31]=[CH:32][CH2:33]3)[C:28](=[O:35])[N:27]([CH2:36][C:37]3[CH:42]=[CH:41][C:40]([CH2:43][N:44]4[CH2:45][CH2:46][O:47][CH2:48][CH2:49]4)=[CH:39][CH:38]=3)[N:26]=2)=[CH:18][C:17]=1[O:16][CH2:7][CH2:8][CH3:9]. The catalyst class is: 6. (3) Reactant: C(N(CC)CC)C.[CH2:8]1[C:17]2[C:12](=[CH:13][C:14]([CH2:18][N:19]3[CH2:24][CH2:23][N:22]([C:25]([CH:27]4[CH2:32][CH2:31][O:30][CH2:29][CH2:28]4)=[O:26])[CH2:21][CH2:20]3)=[CH:15][CH:16]=2)[CH2:11][CH2:10][NH:9]1.F[P-](F)(F)(F)(F)F.N1(OC(N(C)C)=[N+](C)C)C2N=CC=CC=2N=N1.[N:57]1[CH:62]=[CH:61][CH:60]=[C:59]([O:63][CH2:64][C:65](O)=[O:66])[CH:58]=1. Product: [N:57]1[CH:62]=[CH:61][CH:60]=[C:59]([O:63][CH2:64][C:65]([N:9]2[CH2:10][CH2:11][C:12]3[C:17](=[CH:16][CH:15]=[C:14]([CH2:18][N:19]4[CH2:20][CH2:21][N:22]([C:25]([CH:27]5[CH2:32][CH2:31][O:30][CH2:29][CH2:28]5)=[O:26])[CH2:23][CH2:24]4)[CH:13]=3)[CH2:8]2)=[O:66])[CH:58]=1. The catalyst class is: 9. (4) Reactant: [O:1]=[C:2]1[N:7]([C:8]2[CH:13]=[CH:12][C:11]([O:14][CH:15]3[CH2:20][CH2:19][NH:18][CH2:17][CH2:16]3)=[CH:10][CH:9]=2)[CH2:6][CH2:5][N:4]([C:21]([O:23][CH2:24][C:25]2[CH:30]=[CH:29][CH:28]=[CH:27][CH:26]=2)=[O:22])[CH2:3]1.CC(O)=O.[C:35]1(=O)[CH2:39][CH2:38][CH2:37][CH2:36]1.C(O[BH-](OC(=O)C)OC(=O)C)(=O)C.[Na+]. Product: [CH:35]1([N:18]2[CH2:19][CH2:20][CH:15]([O:14][C:11]3[CH:12]=[CH:13][C:8]([N:7]4[CH2:6][CH2:5][N:4]([C:21]([O:23][CH2:24][C:25]5[CH:26]=[CH:27][CH:28]=[CH:29][CH:30]=5)=[O:22])[CH2:3][C:2]4=[O:1])=[CH:9][CH:10]=3)[CH2:16][CH2:17]2)[CH2:39][CH2:38][CH2:37][CH2:36]1. The catalyst class is: 2. (5) Reactant: [Cl:1][C:2]1[S:6][C:5]([C:7]([NH:9][C:10]([NH:12][C:13]2[CH:18]=[CH:17][C:16]([N:19]3[C:23](=[O:24])[C:22]4[CH:25]=[C:26]([Cl:29])[CH:27]=[CH:28][C:21]=4[C:20]3=[O:30])=[C:15]([CH3:31])[CH:14]=2)=S)=O)=[CH:4][CH:3]=1.Cl.Cl.[NH2:34][NH2:35]. Product: [Cl:29][C:26]1[CH:27]=[CH:28][C:21]2[C:20](=[O:30])[N:19]([C:16]3[CH:17]=[CH:18][C:13]([NH:12][C:10]4[NH:9][C:7]([C:5]5[S:6][C:2]([Cl:1])=[CH:3][CH:4]=5)=[N:35][N:34]=4)=[CH:14][C:15]=3[CH3:31])[C:23](=[O:24])[C:22]=2[CH:25]=1. The catalyst class is: 3. (6) Reactant: Br.[Cl:2][C:3]1[CH:4]=[N:5][N:6]([C:8]2[CH:13]=[CH:12][C:11]([O:14]C)=[C:10]([F:16])[CH:9]=2)[CH:7]=1. Product: [Cl:2][C:3]1[CH:4]=[N:5][N:6]([C:8]2[CH:13]=[CH:12][C:11]([OH:14])=[C:10]([F:16])[CH:9]=2)[CH:7]=1. The catalyst class is: 52.